From a dataset of Catalyst prediction with 721,799 reactions and 888 catalyst types from USPTO. Predict which catalyst facilitates the given reaction. Reactant: [O:1]1[CH:5]=[N:4][N:3]=[C:2]1[C:6]1[CH:11]=[CH:10][C:9]([CH2:12][CH2:13][CH2:14][OH:15])=[CH:8][CH:7]=1.[H-].[Na+].Cl[S:19]([N:22]=C=O)(=[O:21])=[O:20].C(O)=O. Product: [S:19](=[O:21])(=[O:20])([O:15][CH2:14][CH2:13][CH2:12][C:9]1[CH:8]=[CH:7][C:6]([C:2]2[O:1][CH:5]=[N:4][N:3]=2)=[CH:11][CH:10]=1)[NH2:22]. The catalyst class is: 705.